The task is: Predict which catalyst facilitates the given reaction.. This data is from Catalyst prediction with 721,799 reactions and 888 catalyst types from USPTO. (1) Reactant: [NH2:1][C:2]1[C:3]([N:23]2[CH2:28][CH2:27][N:26]([C:29]3[CH:34]=[CH:33][CH:32]=[CH:31][C:30]=3[CH3:35])[CH2:25][CH2:24]2)=[CH:4][C:5]([O:20][CH2:21][CH3:22])=[C:6]([CH:19]=1)[C:7]([NH:9][CH2:10][CH2:11][CH2:12][N:13]1[CH2:17][CH2:16][CH2:15][C:14]1=[O:18])=[O:8].C(N(CC)C(C)C)(C)C.[O:45]1[CH:49]=[CH:48][CH:47]=[C:46]1[C:50](Cl)=[O:51]. Product: [CH2:21]([O:20][C:5]1[C:6]([C:7](=[O:8])[NH:9][CH2:10][CH2:11][CH2:12][N:13]2[CH2:17][CH2:16][CH2:15][C:14]2=[O:18])=[CH:19][C:2]([NH:1][C:50]([C:46]2[O:45][CH:49]=[CH:48][CH:47]=2)=[O:51])=[C:3]([N:23]2[CH2:24][CH2:25][N:26]([C:29]3[CH:34]=[CH:33][CH:32]=[CH:31][C:30]=3[CH3:35])[CH2:27][CH2:28]2)[CH:4]=1)[CH3:22]. The catalyst class is: 46. (2) Reactant: [CH2:1]([O:3][C:4]([C:6]1[O:10][C:9]([CH2:11][N:12]2C(=O)C3=CC=CC=C3C2=O)=[CH:8][CH:7]=1)=[O:5])[CH3:2].O.NN. Product: [NH2:12][CH2:11][C:9]1[O:10][C:6]([C:4]([O:3][CH2:1][CH3:2])=[O:5])=[CH:7][CH:8]=1. The catalyst class is: 8.